Dataset: NCI-60 drug combinations with 297,098 pairs across 59 cell lines. Task: Regression. Given two drug SMILES strings and cell line genomic features, predict the synergy score measuring deviation from expected non-interaction effect. Cell line: MCF7. Drug 1: C1=CN(C(=O)N=C1N)C2C(C(C(O2)CO)O)O.Cl. Drug 2: C1CN1C2=NC(=NC(=N2)N3CC3)N4CC4. Synergy scores: CSS=13.6, Synergy_ZIP=-4.00, Synergy_Bliss=2.14, Synergy_Loewe=-2.76, Synergy_HSA=0.140.